This data is from Full USPTO retrosynthesis dataset with 1.9M reactions from patents (1976-2016). The task is: Predict the reactants needed to synthesize the given product. (1) Given the product [N:1]([CH2:4][CH2:5][CH2:6][N:7]([CH2:18][C:19]1[N:20]=[N:21][N:22]([CH2:24][CH2:25][CH2:26][CH2:27][C:28]([OH:30])=[O:29])[CH:23]=1)[CH2:8][C:9]1[N:10]=[N:11][N:12]([C:14]([CH3:15])([CH3:17])[CH3:16])[CH:13]=1)=[N+:2]=[N-:3], predict the reactants needed to synthesize it. The reactants are: [N:1]([CH2:4][CH2:5][CH2:6][N:7]([CH2:18][C:19]1[N:20]=[N:21][N:22]([CH2:24][CH2:25][CH2:26][CH2:27][C:28]([O:30]CC)=[O:29])[CH:23]=1)[CH2:8][C:9]1[N:10]=[N:11][N:12]([C:14]([CH3:17])([CH3:16])[CH3:15])[CH:13]=1)=[N+:2]=[N-:3].[OH-].[Na+]. (2) Given the product [OH:12][CH2:11][CH2:10][N:9]([CH2:8][C:5]1[N:6]=[CH:7][C:2]([NH:1][C:21](=[O:22])[O:23][C:24]2[CH:29]=[CH:28][CH:27]=[CH:26][CH:25]=2)=[CH:3][CH:4]=1)[CH3:13], predict the reactants needed to synthesize it. The reactants are: [NH2:1][C:2]1[CH:3]=[CH:4][C:5]([CH2:8][N:9]([CH3:13])[CH2:10][CH2:11][OH:12])=[N:6][CH:7]=1.N1C=CC=CC=1.Cl[C:21]([O:23][C:24]1[CH:29]=[CH:28][CH:27]=[CH:26][CH:25]=1)=[O:22]. (3) Given the product [Cl:24][N:18]1[C:11](=[O:17])[CH:12]=[CH:13][NH:21][C:19]1=[O:20], predict the reactants needed to synthesize it. The reactants are: N1C2C(=NC=CN=2)C=NC=1.[C:11]([O-:17])(=O)[CH2:12][C:13]([O-])=O.[NH2:18][C:19]([NH2:21])=[O:20].P(Cl)(Cl)([Cl:24])=O. (4) Given the product [CH3:1][C:2]1[CH:3]=[C:4]2[C:12](=[CH:13][CH:14]=1)[NH:11][C:10]1[CH:9]([NH:15][C:17]3[N:22]=[CH:21][CH:20]=[CH:19][N:18]=3)[CH2:8][CH2:7][CH2:6][C:5]2=1, predict the reactants needed to synthesize it. The reactants are: [CH3:1][C:2]1[CH:3]=[C:4]2[C:12](=[CH:13][CH:14]=1)[NH:11][C:10]1[CH:9]([NH2:15])[CH2:8][CH2:7][CH2:6][C:5]2=1.Cl[C:17]1[N:22]=[CH:21][CH:20]=[CH:19][N:18]=1. (5) Given the product [C:48]([CH:2]1[CH2:6][CH2:5][CH:4]([C:7]2[N:12]=[C:11]3[CH2:13][CH2:14][CH2:15][C:10]3=[C:9]([NH:16][C:17]3[CH:18]=[CH:19][C:20]([CH2:23][C:24]([NH2:26])=[O:25])=[CH:21][CH:22]=3)[CH:8]=2)[CH2:3]1)#[N:49], predict the reactants needed to synthesize it. The reactants are: O[CH:2]1[CH2:6][CH2:5][CH:4]([C:7]2[N:12]=[C:11]3[CH2:13][CH2:14][CH2:15][C:10]3=[C:9]([NH:16][C:17]3[CH:22]=[CH:21][C:20]([CH2:23][C:24]([NH2:26])=[O:25])=[CH:19][CH:18]=3)[CH:8]=2)[CH2:3]1.C1(P(C2C=CC=CC=2)C2C=CC=CC=2)C=CC=CC=1.CC(C)(O)[C:48]#[N:49].N(C(OC(C)(C)C)=O)=NC(OC(C)(C)C)=O. (6) The reactants are: [ClH:1].[CH2:2]([C:5]1[N:6]=[C:7]([NH2:10])[NH:8][CH:9]=1)[C:3]#[CH:4].[N:11]([CH2:14][C:15]1[CH:19]=[CH:18][S:17][CH:16]=1)=[N+:12]=[N-:13]. Given the product [ClH:1].[S:17]1[CH:18]=[CH:19][C:15]([CH2:14][N:11]2[CH:4]=[C:3]([CH2:2][C:5]3[N:6]=[C:7]([NH2:10])[NH:8][CH:9]=3)[N:13]=[N:12]2)=[CH:16]1, predict the reactants needed to synthesize it. (7) Given the product [CH2:20]([C:6]1[N:7]=[C:8]([C:10]2[CH:15]=[CH:14][C:13]([C:16]([F:19])([F:18])[F:17])=[CH:12][CH:11]=2)[O:9][C:5]=1[CH2:3][OH:2])[CH3:21], predict the reactants needed to synthesize it. The reactants are: C[O:2][C:3]([C:5]1[O:9][C:8]([C:10]2[CH:15]=[CH:14][C:13]([C:16]([F:19])([F:18])[F:17])=[CH:12][CH:11]=2)=[N:7][C:6]=1[CH2:20][CH3:21])=O.[Li+].[BH4-].